This data is from Full USPTO retrosynthesis dataset with 1.9M reactions from patents (1976-2016). The task is: Predict the reactants needed to synthesize the given product. (1) Given the product [CH3:23][N:12]([C:8]1[CH:9]=[CH:10][CH:11]=[C:6]([N+:3]([O-:5])=[O:4])[CH:7]=1)[S:13]([C:16]1[CH:17]=[CH:18][CH:19]=[CH:20][CH:21]=1)(=[O:15])=[O:14], predict the reactants needed to synthesize it. The reactants are: [H-].[Na+].[N+:3]([C:6]1[CH:7]=[C:8]([NH:12][S:13]([C:16]2[CH:21]=[CH:20][CH:19]=[CH:18][CH:17]=2)(=[O:15])=[O:14])[CH:9]=[CH:10][CH:11]=1)([O-:5])=[O:4].I[CH3:23]. (2) Given the product [CH3:1][O:2][C:3](=[O:16])[C:4]1[CH:9]=[C:8]([N:39]([S:40]([CH:43]2[CH2:45][CH2:44]2)(=[O:42])=[O:41])[CH3:38])[N:7]=[C:6]([NH:11][C@H:12]([CH2:14][CH3:15])[CH3:13])[CH:5]=1, predict the reactants needed to synthesize it. The reactants are: [CH3:1][O:2][C:3](=[O:16])[C:4]1[CH:9]=[C:8](Cl)[N:7]=[C:6]([NH:11][C@H:12]([CH2:14][CH3:15])[CH3:13])[CH:5]=1.C(P(C(C)(C)C)C1C=CC=CC=1C1C=CC=CC=1)(C)(C)C.[CH3:38][NH:39][S:40]([CH:43]1[CH2:45][CH2:44]1)(=[O:42])=[O:41].[Na].